Dataset: Full USPTO retrosynthesis dataset with 1.9M reactions from patents (1976-2016). Task: Predict the reactants needed to synthesize the given product. (1) Given the product [C:14]([C:3]1[C:2]([Br:1])=[CH:7][C:6]([Br:8])=[CH:5][N:4]=1)#[N:15], predict the reactants needed to synthesize it. The reactants are: [Br:1][C:2]1[CH:3]=[N+:4]([O-])[CH:5]=[C:6]([Br:8])[CH:7]=1.C[Si]([C:14]#[N:15])(C)C.CN(C)C(Cl)=O.C(=O)([O-])O.[Na+]. (2) Given the product [NH2:1][C@@H:2]([CH2:13][CH2:14][C:15]([N:17]1[CH2:22][CH2:21][CH2:20][C@@H:19]([C:23]([C:33]2[CH:38]=[CH:37][CH:36]=[C:35]([F:39])[C:34]=2[C:40]2[CH:45]=[CH:44][CH:43]=[C:42]([CH2:46][CH3:47])[CH:41]=2)([OH:32])[CH2:24][CH2:25][CH2:26][NH:27][C:28]([O:30][CH3:31])=[O:29])[CH2:18]1)=[O:16])[C:3]([OH:5])=[O:4], predict the reactants needed to synthesize it. The reactants are: [NH2:1][C@@H:2]([CH2:13][CH2:14][C:15]([N:17]1[CH2:22][CH2:21][CH2:20][C@@H:19]([C:23]([C:33]2[CH:38]=[CH:37][CH:36]=[C:35]([F:39])[C:34]=2[C:40]2[CH:45]=[CH:44][CH:43]=[C:42]([CH2:46][CH3:47])[CH:41]=2)([OH:32])[CH2:24][CH2:25][CH2:26][NH:27][C:28]([O:30][CH3:31])=[O:29])[CH2:18]1)=[O:16])[C:3]([O:5]CC1C=CC=CC=1)=[O:4]. (3) Given the product [CH3:6][O:7][C:8]([C:10]1[CH:23]=[C:22]([Cl:3])[C:21]2[C:12](=[C:13]3[C:18](=[CH:19][C:20]=2[CH3:25])[CH:17]=[CH:16][CH:15]=[N:14]3)[N:11]=1)=[O:9], predict the reactants needed to synthesize it. The reactants are: O=P(Cl)(Cl)[Cl:3].[CH3:6][O:7][C:8]([C:10]1[NH:11][C:12]2[C:21]([C:22](=O)[CH:23]=1)=[C:20]([CH3:25])[CH:19]=[C:18]1[C:13]=2[N:14]=[CH:15][CH:16]=[CH:17]1)=[O:9].O.